Dataset: Forward reaction prediction with 1.9M reactions from USPTO patents (1976-2016). Task: Predict the product of the given reaction. (1) The product is: [F:1][C:2]1[CH:9]=[C:8]([N:17]2[CH2:18][CH2:19][C@H:15]([C:12]([OH:11])([CH3:14])[CH3:13])[C@@H:16]2[CH3:20])[CH:7]=[CH:6][C:3]=1[C:4]#[N:5]. Given the reactants [F:1][C:2]1[CH:9]=[C:8](F)[CH:7]=[CH:6][C:3]=1[C:4]#[N:5].[OH:11][C:12]([C@H:15]1[CH2:19][CH2:18][NH:17][C@H:16]1[CH3:20])([CH3:14])[CH3:13].C(=O)([O-])[O-].[Li+].[Li+], predict the reaction product. (2) Given the reactants [Na].[CH:2]1([SH:8])[CH2:7][CH2:6][CH2:5][CH2:4][CH2:3]1.F[C:10]1[CH:17]=[CH:16][C:13]([C:14]#[N:15])=[CH:12][CH:11]=1.Cl, predict the reaction product. The product is: [CH:2]1([S:8][C:10]2[CH:17]=[CH:16][C:13]([C:14]#[N:15])=[CH:12][CH:11]=2)[CH2:7][CH2:6][CH2:5][CH2:4][CH2:3]1. (3) The product is: [C:1]([O:5][C:6](=[O:7])[NH:8][C@@H:9]1[CH2:13][CH2:12][C@@:11]([C:14]([N:29]2[CH2:30][CH2:31][C:26]([OH:32])([C:20]3[CH:21]=[CH:22][CH:23]=[CH:24][CH:25]=3)[CH2:27][CH2:28]2)=[O:16])([CH:17]([CH3:19])[CH3:18])[CH2:10]1)([CH3:2])([CH3:3])[CH3:4]. Given the reactants [C:1]([O:5][C:6]([NH:8][C@@H:9]1[CH2:13][CH2:12][C@:11]([CH:17]([CH3:19])[CH3:18])([C:14]([OH:16])=O)[CH2:10]1)=[O:7])([CH3:4])([CH3:3])[CH3:2].[C:20]1([C:26]2([OH:32])[CH2:31][CH2:30][NH:29][CH2:28][CH2:27]2)[CH:25]=[CH:24][CH:23]=[CH:22][CH:21]=1.C(N(CC)CC)C.F[P-](F)(F)(F)(F)F.N1(O[P+](N2CCCC2)(N2CCCC2)N2CCCC2)C2C=CC=CC=2N=N1, predict the reaction product. (4) Given the reactants [NH2:1][C:2]1[S:3][C:4]([N+:7]([O-:9])=[O:8])=[CH:5][N:6]=1.C(O)(=O)CC.N(OS(=O)(=O)O)=O.[CH:22]([O:24][C:25](=[O:38])[CH2:26][CH2:27][N:28]([CH2:36][CH3:37])[C:29]1[CH:34]=[CH:33][CH:32]=[C:31]([CH3:35])[CH:30]=1)=[CH2:23].S(=O)(=O)(O)[NH2:40], predict the reaction product. The product is: [CH:22]([O:24][C:25](=[O:38])[CH2:26][CH2:27][N:28]([CH2:36][CH3:37])[C:29]1[CH:34]=[CH:33][C:32]([N:40]=[N:1][C:2]2[S:3][C:4]([N+:7]([O-:9])=[O:8])=[CH:5][N:6]=2)=[C:31]([CH3:35])[CH:30]=1)=[CH2:23].